From a dataset of Catalyst prediction with 721,799 reactions and 888 catalyst types from USPTO. Predict which catalyst facilitates the given reaction. (1) Reactant: [Br:1][C:2]1[C:10]2[C:5](=[CH:6][N:7]=[CH:8][CH:9]=2)[S:4][C:3]=1[CH3:11].ClC1C=CC=C(C(OO)=[O:20])C=1. Product: [Br:1][C:2]1[C:10]2[C:5](=[CH:6][N+:7]([O-:20])=[CH:8][CH:9]=2)[S:4][C:3]=1[CH3:11]. The catalyst class is: 797. (2) Reactant: [CH3:1][N:2]1[C:6]2=[C:7]3[CH:13]=[C:12]([C:14]4[CH:15]=[C:16]([CH2:20][NH2:21])[CH:17]=[CH:18][CH:19]=4)[NH:11][C:8]3=[N:9][CH:10]=[C:5]2[CH:4]=[N:3]1.CCN(C(C)C)C(C)C.[CH3:31][S:32](Cl)(=[O:34])=[O:33]. Product: [CH3:1][N:2]1[C:6]2=[C:7]3[CH:13]=[C:12]([C:14]4[CH:15]=[C:16]([CH:17]=[CH:18][CH:19]=4)[CH2:20][NH:21][S:32]([CH3:31])(=[O:34])=[O:33])[NH:11][C:8]3=[N:9][CH:10]=[C:5]2[CH:4]=[N:3]1. The catalyst class is: 3. (3) Reactant: Cl[CH2:2][C:3]1[CH:8]=[CH:7][C:6]([CH2:9][NH:10][C:11](=[O:13])[CH3:12])=[CH:5][CH:4]=1.[C:14]1([N:20]2[CH2:25][CH2:24][NH:23][CH2:22][CH2:21]2)[CH:19]=[CH:18][CH:17]=[CH:16][CH:15]=1.C(=O)([O-])[O-].[K+].[K+].O. Product: [C:14]1([N:20]2[CH2:25][CH2:24][N:23]([CH2:2][C:3]3[CH:8]=[CH:7][C:6]([CH2:9][NH:10][C:11](=[O:13])[CH3:12])=[CH:5][CH:4]=3)[CH2:22][CH2:21]2)[CH:19]=[CH:18][CH:17]=[CH:16][CH:15]=1. The catalyst class is: 9. (4) Reactant: [Br:1][C:2]1[CH:3]=[CH:4][C:5]([NH:8][NH2:9])=[N:6][CH:7]=1.[F:10][C:11]([F:19])([CH2:16][O:17][CH3:18])[C:12](OC)=[O:13]. Product: [Br:1][C:2]1[CH:3]=[CH:4][C:5]([NH:8][NH:9][C:12](=[O:13])[C:11]([F:19])([F:10])[CH2:16][O:17][CH3:18])=[N:6][CH:7]=1. The catalyst class is: 11.